This data is from Catalyst prediction with 721,799 reactions and 888 catalyst types from USPTO. The task is: Predict which catalyst facilitates the given reaction. (1) Reactant: C(N1C=CN=C1)([N:3]1C=CN=C1)=O.[CH3:13][C@@:14]12[C@@H:21]([C:22](O)=[O:23])[CH:20]1[CH2:19][C@@H:18]1[C@@H:16]([C:17]1([CH3:26])[CH3:25])[CH2:15]2.[OH-].[NH4+]. Product: [CH3:13][C@@:14]12[C@@H:21]([C:22]([NH2:3])=[O:23])[CH:20]1[CH2:19][C@@H:18]1[C@@H:16]([C:17]1([CH3:26])[CH3:25])[CH2:15]2. The catalyst class is: 25. (2) Product: [F:13][C:10]1([F:12])[O:9][C:8]2[CH:14]=[CH:15][C:5]([CH2:3][OH:2])=[CH:6][C:7]=2[O:11]1. The catalyst class is: 7. Reactant: C[O:2][C:3]([C:5]1[CH:15]=[CH:14][C:8]2[O:9][C:10]([F:13])([F:12])[O:11][C:7]=2[CH:6]=1)=O.[F:12][C:10]1([F:13])[O:9][C:8]2[CH:14]=[CH:15][C:5]([CH2:3][OH:2])=[CH:6][C:7]=2[O:11]1.[H-].[Al+3].[Li+].[H-].[H-].[H-].O.[OH-].[Na+]. (3) Product: [N:1]1([C:10]2[CH:11]=[C:12]([CH:13]=[CH:14][CH:15]=2)[O:16][C:18]2[CH:30]=[CH:29][C:28]3[C:27]4[C:22](=[CH:23][CH:24]=[CH:25][CH:26]=4)[N:21]([C:31]4[CH:36]=[CH:35][CH:34]=[CH:33][N:32]=4)[C:20]=3[CH:19]=2)[C:9]2[C:4](=[CH:5][CH:6]=[CH:7][CH:8]=2)[CH:3]=[N:2]1. Reactant: [N:1]1([C:10]2[CH:11]=[C:12]([OH:16])[CH:13]=[CH:14][CH:15]=2)[C:9]2[C:4](=[CH:5][CH:6]=[CH:7][CH:8]=2)[CH:3]=[N:2]1.Br[C:18]1[CH:30]=[CH:29][C:28]2[C:27]3[C:22](=[CH:23][CH:24]=[CH:25][CH:26]=3)[N:21]([C:31]3[CH:36]=[CH:35][CH:34]=[CH:33][N:32]=3)[C:20]=2[CH:19]=1.N1C=CC=CC=1C(O)=O.[O-]P([O-])([O-])=O.[K+].[K+].[K+]. The catalyst class is: 205. (4) Product: [O:15]1[C:19]2([CH2:29][CH2:28][C:22]3([CH2:26][CH2:25][O:24][CH2:23]3)[CH2:21][CH2:20]2)[O:18][CH2:17][CH2:16]1. The catalyst class is: 2. Reactant: C([SiH](CC)CC)C.FC(F)(F)C(O)=O.[O:15]1[C:19]2([CH2:29][CH2:28][C:22]3([CH2:26][CH2:25][O:24][CH:23]3O)[CH2:21][CH2:20]2)[O:18][CH2:17][CH2:16]1.C([O-])(O)=O.[Na+].